From a dataset of Full USPTO retrosynthesis dataset with 1.9M reactions from patents (1976-2016). Predict the reactants needed to synthesize the given product. (1) Given the product [CH3:18][S:19]([O:1][C:2]1[CH:3]=[CH:4][C:5]([CH2:8][CH2:9][NH:10][C:11]([O:12][C:13]([CH3:14])([CH3:16])[CH3:15])=[O:17])=[CH:6][CH:7]=1)(=[O:21])=[O:20], predict the reactants needed to synthesize it. The reactants are: [OH:1][C:2]1[CH:7]=[CH:6][C:5]([CH2:8][CH2:9][NH:10][C:11](=[O:17])[O:12][C:13]([CH3:16])([CH3:15])[CH3:14])=[CH:4][CH:3]=1.[CH3:18][S:19](Cl)(=[O:21])=[O:20]. (2) Given the product [CH2:1]([C:3]1[CH:4]=[CH:5][C:6]([CH:9]2[CH2:10][CH:11]([C:22]3[O:23][N:28]=[C:27]([C:29]4[CH:34]=[CH:33][CH:32]=[CH:31][CH:30]=4)[N:26]=3)[CH2:12][N:13]([C:15]([N:17]3[CH2:21][CH2:20][CH2:19][CH2:18]3)=[O:16])[CH2:14]2)=[CH:7][CH:8]=1)[CH3:2], predict the reactants needed to synthesize it. The reactants are: [CH2:1]([C:3]1[CH:8]=[CH:7][C:6]([CH:9]2[CH2:14][N:13]([C:15]([N:17]3[CH2:21][CH2:20][CH2:19][CH2:18]3)=[O:16])[CH2:12][CH:11]([C:22](O)=[O:23])[CH2:10]2)=[CH:5][CH:4]=1)[CH3:2].O[N:26]=[C:27]([C:29]1[CH:34]=[CH:33][CH:32]=[CH:31][CH:30]=1)[NH2:28]. (3) Given the product [ClH:1].[Cl:1][C:2]1[CH:3]=[CH:4][C:5]([C:8]2[N:9]=[C:10]3[CH:15]=[CH:14][C:13]([C:16]4[CH:17]=[C:18]([CH2:22][OH:23])[CH:19]=[CH:20][CH:21]=4)=[CH:12][N:11]3[CH:24]=2)=[CH:6][CH:7]=1, predict the reactants needed to synthesize it. The reactants are: [Cl:1][C:2]1[CH:7]=[CH:6][C:5]([C:8]2[N:9]=[C:10]3[CH:15]=[CH:14][C:13]([C:16]4[CH:17]=[C:18]([CH2:22][OH:23])[CH:19]=[CH:20][CH:21]=4)=[CH:12][N:11]3[CH:24]=2)=[CH:4][CH:3]=1.Cl.